Task: Binary Classification. Given a T-cell receptor sequence (or CDR3 region) and an epitope sequence, predict whether binding occurs between them.. Dataset: TCR-epitope binding with 47,182 pairs between 192 epitopes and 23,139 TCRs The epitope is YLDAYNMMI. The TCR CDR3 sequence is CASSPGGGNQPQHF. Result: 1 (the TCR binds to the epitope).